Dataset: hERG Central: cardiac toxicity at 1µM, 10µM, and general inhibition. Task: Predict hERG channel inhibition at various concentrations. (1) The compound is O=C(CCS(=O)(=O)c1ccc(Br)cc1)N1CCN(c2ccc(F)cc2)CC1. Results: hERG_inhib (hERG inhibition (general)): blocker. (2) The molecule is CCOC(=O)c1sc(N(Cc2ccccc2)C(=O)CN2C(=O)CN(C)C2=O)nc1C. Results: hERG_inhib (hERG inhibition (general)): blocker. (3) The drug is Br.CCCCn1c(=N)n(CC(=O)c2ccc(Br)s2)c2ccccc21. Results: hERG_inhib (hERG inhibition (general)): blocker. (4) The molecule is O=C(c1nc(SCc2ccc([N+](=O)[O-])cc2)n2ccccc12)C(F)(F)F. Results: hERG_inhib (hERG inhibition (general)): blocker. (5) The molecule is COc1cccc(N2CCN(c3ccc4nnc(CCC(=O)Nc5ccccc5OC)n4n3)CC2)c1. Results: hERG_inhib (hERG inhibition (general)): blocker.